From a dataset of Peptide-MHC class I binding affinity with 185,985 pairs from IEDB/IMGT. Regression. Given a peptide amino acid sequence and an MHC pseudo amino acid sequence, predict their binding affinity value. This is MHC class I binding data. (1) The peptide sequence is IIDKDTNSVT. The MHC is HLA-A02:01 with pseudo-sequence HLA-A02:01. The binding affinity (normalized) is 0.266. (2) The peptide sequence is QATQEVKNW. The binding affinity (normalized) is 0.674. The MHC is HLA-B57:02 with pseudo-sequence YYAMYGENMASTYENIAYIVYNYYTWAVRAYLWY. (3) The peptide sequence is MLKLRVDVF. The MHC is HLA-A02:11 with pseudo-sequence HLA-A02:11. The binding affinity (normalized) is 0.0847. (4) The peptide sequence is LLKKLNSFG. The MHC is HLA-B15:01 with pseudo-sequence HLA-B15:01. The binding affinity (normalized) is 0.649.